From a dataset of Catalyst prediction with 721,799 reactions and 888 catalyst types from USPTO. Predict which catalyst facilitates the given reaction. (1) The catalyst class is: 61. Product: [ClH:25].[NH2:16][CH2:15][CH2:14][NH:13][C:12]([NH:11][C:8]1[CH:9]=[CH:10][C:5]([O:4][CH2:3][CH2:2][F:1])=[CH:6][CH:7]=1)=[O:24]. Reactant: [F:1][CH2:2][CH2:3][O:4][C:5]1[CH:10]=[CH:9][C:8]([NH:11][C:12](=[O:24])[NH:13][CH2:14][CH2:15][NH:16]C(=O)OC(C)(C)C)=[CH:7][CH:6]=1.[ClH:25].O1CCOCC1. (2) Reactant: [F:1][C:2]1[CH:3]=[C:4]2[C:8](=[CH:9][CH:10]=1)[NH:7][C:6](=[O:11])[C:5]2=[N:12][N:13]=[CH:14][C:15]1[NH:19][C:18]([CH3:20])=[C:17]([C:21]([NH:23][CH2:24][CH2:25][CH2:26][CH2:27][CH2:28][C:29]([OH:31])=O)=[O:22])[C:16]=1[CH3:32].Cl.C(N=C=NCCCN(C)C)C.OC1C2N=NNC=2C=CC=1.C(N(CC)CC)C.[CH3:62][C:63]1[CH:68]=[CH:67][C:66]([NH2:69])=[C:65]([NH2:70])[CH:64]=1. Product: [F:1][C:2]1[CH:3]=[C:4]2[C:8](=[CH:9][CH:10]=1)[NH:7][C:6](=[O:11])[C:5]2=[N:12][N:13]=[CH:14][C:15]1[NH:19][C:18]([CH3:20])=[C:17]([C:21]([NH:23][CH2:24][CH2:25][CH2:26][CH2:27][CH2:28][C:29]([NH:69][C:66]2[CH:67]=[CH:68][C:63]([CH3:62])=[CH:64][C:65]=2[NH2:70])=[O:31])=[O:22])[C:16]=1[CH3:32]. The catalyst class is: 650.